The task is: Predict the reaction yield, written as a fraction of the theoretical maximum amount of product (1.0 means a 100% yield; for example, 0.34 means a 34% yield).. This data is from Reaction yield outcomes from USPTO patents with 853,638 reactions. (1) The reactants are C([N:8]1[CH2:17][CH:16]([CH3:18])[C:15]2[N:14]=[C:13]([Cl:19])[CH:12]=[CH:11][C:10]=2[CH2:9]1)C1C=CC=CC=1.[CH:20]([Mg]Cl)([CH3:22])[CH3:21]. The catalyst is C1COCC1. The product is [ClH:19].[CH:20]([C:13]1[CH:12]=[CH:11][C:10]2[CH2:9][NH:8][CH2:17][CH:16]([CH3:18])[C:15]=2[N:14]=1)([CH3:22])[CH3:21]. The yield is 0.270. (2) The product is [Cl:10][C:11]1[N:16]=[CH:15][C:14]([CH2:17][NH:18][C:19]([C:21]2([C:27]#[N:28])[CH2:22][CH2:23][N:24]([C:34]3[C:33]4[CH:29]=[CH:30][NH:31][C:32]=4[N:37]=[CH:36][N:35]=3)[CH2:25][CH2:26]2)=[O:20])=[CH:13][CH:12]=1. The reactants are C(N(C(C)C)C(C)C)C.[Cl:10][C:11]1[N:16]=[CH:15][C:14]([CH2:17][NH:18][C:19]([C:21]2([C:27]#[N:28])[CH2:26][CH2:25][NH:24][CH2:23][CH2:22]2)=[O:20])=[CH:13][CH:12]=1.[CH:29]1[C:33]2[C:34](Cl)=[N:35][CH:36]=[N:37][C:32]=2[NH:31][CH:30]=1. The catalyst is CC(N(C)C)=O. The yield is 0.660. (3) The reactants are [CH3:1][C:2]1[CH:7]=[C:6]([S:8]([CH3:11])(=[O:10])=[O:9])[CH:5]=[CH:4][C:3]=1[C:12]1[N:17]=[CH:16][C:15]([O:18][CH2:19][CH:20]2[CH2:25][CH2:24][N:23](C(OC(C)(C)C)=O)[CH2:22][CH2:21]2)=[CH:14][CH:13]=1.[C:33]([OH:39])([C:35]([F:38])([F:37])[F:36])=[O:34]. The product is [F:36][C:35]([F:38])([F:37])[C:33]([OH:39])=[O:34].[CH3:1][C:2]1[CH:7]=[C:6]([S:8]([CH3:11])(=[O:10])=[O:9])[CH:5]=[CH:4][C:3]=1[C:12]1[CH:13]=[CH:14][C:15]([O:18][CH2:19][CH:20]2[CH2:25][CH2:24][NH:23][CH2:22][CH2:21]2)=[CH:16][N:17]=1. The yield is 1.00. The catalyst is C(Cl)Cl. (4) The reactants are [ClH:1].[OH:2][C:3]([C:35]1[CH:40]=[CH:39][CH:38]=[CH:37][CH:36]=1)([C:29]1[CH:34]=[CH:33][CH:32]=[CH:31][CH:30]=1)[CH:4]1[CH2:9][CH2:8][N:7]([CH2:10][CH2:11][CH2:12][C:13]([C:15]2[CH:20]=[CH:19][C:18]([C:21]([CH3:28])([CH3:27])[C:22]([O:24]CC)=[O:23])=[CH:17][CH:16]=2)=[O:14])[CH2:6][CH2:5]1.[OH-].[Na+].[BH4-].[Na+].Cl. The catalyst is O.CC(C)=O.CO. The product is [OH2:2].[ClH:1].[OH:2][C:3]([C:35]1[CH:36]=[CH:37][CH:38]=[CH:39][CH:40]=1)([C:29]1[CH:30]=[CH:31][CH:32]=[CH:33][CH:34]=1)[CH:4]1[CH2:9][CH2:8][N:7]([CH2:10][CH2:11][CH2:12][CH:13]([C:15]2[CH:20]=[CH:19][C:18]([C:21]([CH3:28])([CH3:27])[C:22]([OH:24])=[O:23])=[CH:17][CH:16]=2)[OH:14])[CH2:6][CH2:5]1. The yield is 0.915. (5) The reactants are [C:1]([C:5]1[C:6](=[O:16])[C:7](=[O:15])[CH:8]=[C:9]([C:11]([CH3:14])([CH3:13])[CH3:12])[CH:10]=1)([CH3:4])([CH3:3])[CH3:2].[N+:17]([O-])([OH:19])=[O:18].O. The catalyst is C(O)(=O)C. The product is [C:11]([C:9]1[CH:10]=[C:5]([C:1]([CH3:4])([CH3:2])[CH3:3])[C:6](=[O:16])[C:7](=[O:15])[C:8]=1[N+:17]([O-:19])=[O:18])([CH3:14])([CH3:13])[CH3:12]. The yield is 0.240. (6) The reactants are [CH3:1][N:2]1[CH:6]=[C:5](/[CH:7]=[CH:8]/[C:9]([OH:11])=[O:10])[CH:4]=[N:3]1.OS(O)(=O)=O.[OH-].[Na+].[CH3:19]O. No catalyst specified. The product is [CH3:1][N:2]1[CH:6]=[C:5](/[CH:7]=[CH:8]/[C:9]([O:11][CH3:19])=[O:10])[CH:4]=[N:3]1. The yield is 0.718. (7) The reactants are Br[C:2]1[C:10]2[O:11][CH2:12][CH2:13][C:9]=2[C:8]2[C:7](=[O:14])[CH2:6][CH2:5][C:4]=2[C:3]=1Br.C([O-])(=O)C.[Na+].[H][H]. The catalyst is [Pd].CO. The product is [CH2:13]1[CH2:12][O:11][C:10]2[CH:2]=[CH:3][C:4]3[CH2:5][CH2:6][C:7](=[O:14])[C:8]=3[C:9]1=2. The yield is 0.866. (8) The reactants are C([O:4][CH2:5][C@@:6]([NH:26]C(=O)C)([CH3:25])[CH2:7][CH2:8][C:9]1[O:10][C:11]([CH2:14][CH2:15][CH2:16][CH2:17][CH2:18][C:19]2[CH:24]=[CH:23][CH:22]=[CH:21][CH:20]=2)=[CH:12][CH:13]=1)(=O)C.O1CCCC1.CO.O.[OH-].[Li+]. The catalyst is O. The product is [NH2:26][C@:6]([CH3:25])([CH2:7][CH2:8][C:9]1[O:10][C:11]([CH2:14][CH2:15][CH2:16][CH2:17][CH2:18][C:19]2[CH:20]=[CH:21][CH:22]=[CH:23][CH:24]=2)=[CH:12][CH:13]=1)[CH2:5][OH:4]. The yield is 0.950. (9) The reactants are C(OC([NH:8][C@@H:9]1[CH2:14][CH2:13][CH2:12][N:11]([C:15]2[C:20]([CH:21]3[CH2:23][CH2:22]3)=[CH:19][N:18]=[C:17]3[N:24](C(OC(C)(C)C)=O)[CH:25]=[C:26]([NH:27][C:28](=[O:35])[C:29]4[CH:34]=[CH:33][CH:32]=[N:31][CH:30]=4)[C:16]=23)[CH2:10]1)=O)(C)(C)C.C(O)(C(F)(F)F)=O.[ClH:50]. The catalyst is CCOCC. The product is [ClH:50].[NH2:8][C@@H:9]1[CH2:14][CH2:13][CH2:12][N:11]([C:15]2[C:20]([CH:21]3[CH2:22][CH2:23]3)=[CH:19][N:18]=[C:17]3[NH:24][CH:25]=[C:26]([NH:27][C:28](=[O:35])[C:29]4[CH:34]=[CH:33][CH:32]=[N:31][CH:30]=4)[C:16]=23)[CH2:10]1. The yield is 0.480. (10) The reactants are [CH3:1][O:2][C:3](=[O:15])[C:4]1[CH:9]=[CH:8][C:7]([CH:10]=O)=[C:6]([N+]([O-])=O)[CH:5]=1.[CH2:16]([O:18][C:19](=[O:22])[CH2:20][SH:21])[CH3:17].C([O-])([O-])=O.[K+].[K+]. The catalyst is CN(C=O)C. The product is [CH3:1][O:2][C:3]([C:4]1[CH:9]=[CH:8][C:7]2[CH:10]=[C:20]([C:19]([O:18][CH2:16][CH3:17])=[O:22])[S:21][C:6]=2[CH:5]=1)=[O:15]. The yield is 0.800.